This data is from Forward reaction prediction with 1.9M reactions from USPTO patents (1976-2016). The task is: Predict the product of the given reaction. Given the reactants [CH2:1]([O:19][S:20]([O-:23])(=[O:22])=[O:21])[CH2:2][CH2:3][CH2:4][CH2:5][CH2:6][CH2:7][CH2:8][CH2:9][CH2:10][CH2:11][CH2:12][CH2:13][CH2:14][CH2:15][CH:16]([CH3:18])[CH3:17].[Na+:24].[CH2:25]([OH:43])CCCCCCCCCCCCCCC(C)C, predict the reaction product. The product is: [CH2:1]([O:19][S:20]([O-:23])(=[O:22])=[O:21])[CH2:2][CH2:3][CH2:4][CH2:5][CH2:6][CH2:7][CH2:8][CH2:9][CH2:10][CH2:11][CH2:12][CH2:13][CH2:14][CH2:15][CH:16]([CH3:17])[CH3:18].[Na+:24].[C:25](=[O:43])=[O:19].